Dataset: Forward reaction prediction with 1.9M reactions from USPTO patents (1976-2016). Task: Predict the product of the given reaction. (1) Given the reactants [BH4-].[Na+].[F:3][C:4]([F:38])([F:37])[C:5]1[CH:10]=[CH:9][C:8](/[CH:11]=[CH:12]/[C:13]2[O:14][CH:15]=[C:16]([CH2:18][O:19][C:20]3[CH:25]=[CH:24][C:23]([CH2:26][CH2:27][CH2:28][CH2:29][N:30]4[CH:34]=[CH:33][N:32]=[C:31]4[CH:35]=[O:36])=[CH:22][CH:21]=3)[N:17]=2)=[CH:7][CH:6]=1.O, predict the reaction product. The product is: [F:37][C:4]([F:3])([F:38])[C:5]1[CH:10]=[CH:9][C:8](/[CH:11]=[CH:12]/[C:13]2[O:14][CH:15]=[C:16]([CH2:18][O:19][C:20]3[CH:25]=[CH:24][C:23]([CH2:26][CH2:27][CH2:28][CH2:29][N:30]4[CH:34]=[CH:33][N:32]=[C:31]4[CH2:35][OH:36])=[CH:22][CH:21]=3)[N:17]=2)=[CH:7][CH:6]=1. (2) Given the reactants I[C:2]1[CH:7]=[CH:6][CH:5]=[CH:4][N:3]=1.[CH2:8]([C:12]1[N:16]([CH2:17][CH2:18][C:19]2[CH:24]=[CH:23][CH:22]=[CH:21][CH:20]=2)[C:15]2[CH:25]=[CH:26][CH:27]=[CH:28][C:14]=2[N:13]=1)[CH2:9][C:10]#[CH:11], predict the reaction product. The product is: [CH2:17]([N:16]1[C:15]2[CH:25]=[CH:26][CH:27]=[CH:28][C:14]=2[N:13]=[C:12]1[CH2:8][CH2:9][C:10]#[C:11][C:2]1[CH:7]=[CH:6][CH:5]=[CH:4][N:3]=1)[CH2:18][C:19]1[CH:20]=[CH:21][CH:22]=[CH:23][CH:24]=1. (3) Given the reactants [CH3:9][O:8][C:6](O[C:6]([O:8][CH3:9])=[O:7])=[O:7].[F:10][C:11]1[CH:12]=[C:13]([C:25]2[CH:26]=[CH:27][CH:28]=[C:29]3[C:34]=2[N:33]=[C:32]([C:35]2[CH:36]=[N:37][N:38]([CH:40]4[CH2:45][CH2:44][NH:43][CH2:42][CH2:41]4)[CH:39]=2)[CH:31]=[N:30]3)[CH:14]=[C:15]([F:24])[C:16]=1[CH2:17][N:18]1[CH2:23][CH2:22][O:21][CH2:20][CH2:19]1, predict the reaction product. The product is: [CH3:9][O:8][C:6]([N:43]1[CH2:44][CH2:45][CH:40]([N:38]2[CH:39]=[C:35]([C:32]3[CH:31]=[N:30][C:29]4[C:34](=[C:25]([C:13]5[CH:14]=[C:15]([F:24])[C:16]([CH2:17][N:18]6[CH2:19][CH2:20][O:21][CH2:22][CH2:23]6)=[C:11]([F:10])[CH:12]=5)[CH:26]=[CH:27][CH:28]=4)[N:33]=3)[CH:36]=[N:37]2)[CH2:41][CH2:42]1)=[O:7]. (4) Given the reactants [Cl:1][C:2]1[CH:7]=[CH:6][C:5]([O:8][C:9](=[O:19])[N:10]([C@H:12]2[CH2:17][CH2:16][C@H:15]([OH:18])[CH2:14][CH2:13]2)[CH3:11])=[CH:4][CH:3]=1.[Br:20][CH2:21][CH2:22][CH2:23][CH2:24]Br, predict the reaction product. The product is: [Cl:1][C:2]1[CH:3]=[CH:4][C:5]([O:8][C:9](=[O:19])[N:10]([C@H:12]2[CH2:17][CH2:16][C@H:15]([O:18][CH2:24][CH2:23][CH2:22][CH2:21][Br:20])[CH2:14][CH2:13]2)[CH3:11])=[CH:6][CH:7]=1. (5) Given the reactants [CH2:1]([N:8]([CH2:16][C:17]1(O)[CH2:23][O:22][CH2:21][CH2:20][O:19][CH2:18]1)[CH2:9][C:10]1[CH:15]=[CH:14][CH:13]=[CH:12][CH:11]=1)[C:2]1[CH:7]=[CH:6][CH:5]=[CH:4][CH:3]=1.COCCN(S(F)(F)[F:35])CCOC, predict the reaction product. The product is: [CH2:1]([N:8]([CH2:9][C:10]1[CH:15]=[CH:14][CH:13]=[CH:12][CH:11]=1)[CH2:16][C:17]1([F:35])[CH2:23][O:22][CH2:21][CH2:20][O:19][CH2:18]1)[C:2]1[CH:7]=[CH:6][CH:5]=[CH:4][CH:3]=1.